Dataset: Full USPTO retrosynthesis dataset with 1.9M reactions from patents (1976-2016). Task: Predict the reactants needed to synthesize the given product. (1) Given the product [CH2:1]([O:3][C:4]([C:6]1([C:9]2[CH:10]=[CH:11][C:12]([C:15]3[CH:20]=[CH:19][C:18]([C:21]4[O:25][N:24]=[C:23]([CH3:26])[C:22]=4[CH2:27][CH2:28][C:29](=[O:30])[NH:32][CH2:33][CH:34]4[CH2:36][CH2:35]4)=[CH:17][CH:16]=3)=[CH:13][CH:14]=2)[CH2:8][CH2:7]1)=[O:5])[CH3:2], predict the reactants needed to synthesize it. The reactants are: [CH2:1]([O:3][C:4]([C:6]1([C:9]2[CH:14]=[CH:13][C:12]([C:15]3[CH:20]=[CH:19][C:18]([C:21]4[O:25][N:24]=[C:23]([CH3:26])[C:22]=4[CH2:27][CH2:28][C:29](O)=[O:30])=[CH:17][CH:16]=3)=[CH:11][CH:10]=2)[CH2:8][CH2:7]1)=[O:5])[CH3:2].[NH2:32][CH2:33][CH:34]1[CH2:36][CH2:35]1. (2) Given the product [Cl:1][C:2]1[CH:3]=[C:4]2[C:9](=[CH:10][CH:11]=1)[CH:8]=[C:7]([S:12]([N:15]1[CH2:20][CH2:19][N:18]([C:21]([C:23]3[S:24][C:25]4[CH2:26][NH:27][CH:28]([CH3:32])[CH2:29][C:30]=4[N:31]=3)=[O:22])[CH:17]([C:33](=[O:34])[NH:43][O:42][CH:37]3[CH2:38][CH2:39][CH2:40][CH2:41][O:36]3)[CH2:16]1)(=[O:13])=[O:14])[CH:6]=[CH:5]2, predict the reactants needed to synthesize it. The reactants are: [Cl:1][C:2]1[CH:3]=[C:4]2[C:9](=[CH:10][CH:11]=1)[CH:8]=[C:7]([S:12]([N:15]1[CH2:20][CH2:19][N:18]([C:21]([C:23]3[S:24][C:25]4[CH2:26][NH:27][CH:28]([CH3:32])[CH2:29][C:30]=4[N:31]=3)=[O:22])[CH:17]([C:33](O)=[O:34])[CH2:16]1)(=[O:14])=[O:13])[CH:6]=[CH:5]2.[O:36]1[CH2:41][CH2:40][CH2:39][CH2:38][CH:37]1[O:42][NH2:43].O.ON1C2C=CC=CC=2N=N1.Cl.CN(CCCN=C=NCC)C.C(=O)([O-])[O-].[K+].[K+]. (3) Given the product [CH3:1][NH:2][CH2:3][C@@H:4]([C@H:6]([C@@H:8]([C@@H:10]([CH2:12][OH:13])[OH:11])[OH:9])[OH:7])[OH:5].[CH3:14][C:15]([N:27]([C:51](=[O:55])[C:52]([OH:54])=[O:53])[CH2:28][C:29]1[CH:34]=[CH:33][C:32]([C:35]2[O:39][N:38]=[C:37]([CH2:40][CH2:41][CH2:42][CH2:43][CH2:44][CH2:45][CH2:46][CH2:47][CH2:48][CH2:49][CH3:50])[N:36]=2)=[CH:31][CH:30]=1)([C:17]1[CH:22]=[CH:21][C:20]([C:23]([F:25])([F:26])[F:24])=[CH:19][CH:18]=1)[CH3:16], predict the reactants needed to synthesize it. The reactants are: [CH3:1][NH:2][CH2:3][C@@H:4]([C@H:6]([C@@H:8]([C@@H:10]([CH2:12][OH:13])[OH:11])[OH:9])[OH:7])[OH:5].[CH3:14][C:15]([N:27]([C:51](=[O:55])[C:52]([OH:54])=[O:53])[CH2:28][C:29]1[CH:34]=[CH:33][C:32]([C:35]2[O:39][N:38]=[C:37]([CH2:40][CH2:41][CH2:42][CH2:43][CH2:44][CH2:45][CH2:46][CH2:47][CH2:48][CH2:49][CH3:50])[N:36]=2)=[CH:31][CH:30]=1)([C:17]1[CH:22]=[CH:21][C:20]([C:23]([F:26])([F:25])[F:24])=[CH:19][CH:18]=1)[CH3:16]. (4) Given the product [CH3:32][C:2]1([CH3:1])[P:3]([C:11]2[CH:16]=[CH:15][CH:14]=[CH:13][C:12]=2[C:17]2[C:22]([CH:23]([CH3:24])[CH3:25])=[CH:21][C:20]([CH:26]([CH3:28])[CH3:27])=[CH:19][C:18]=2[CH:29]([CH3:31])[CH3:30])[C:4]([CH3:9])([CH3:10])[CH2:5][C:6]2([O:47][CH2:46][CH2:45][O:8]2)[CH2:7]1, predict the reactants needed to synthesize it. The reactants are: [CH3:1][C:2]1([CH3:32])[CH2:7][C:6](=[O:8])[CH2:5][C:4]([CH3:10])([CH3:9])[P:3]1[C:11]1[CH:16]=[CH:15][CH:14]=[CH:13][C:12]=1[C:17]1[C:22]([CH:23]([CH3:25])[CH3:24])=[CH:21][C:20]([CH:26]([CH3:28])[CH3:27])=[CH:19][C:18]=1[CH:29]([CH3:31])[CH3:30].O.C1(C)C=CC(S(O)(=O)=O)=CC=1.[CH2:45](O)[CH2:46][OH:47].